Dataset: Cav3 T-type calcium channel HTS with 100,875 compounds. Task: Binary Classification. Given a drug SMILES string, predict its activity (active/inactive) in a high-throughput screening assay against a specified biological target. (1) The molecule is Clc1cc2c(oc(cc2=O)C(O)=O)cc1. The result is 0 (inactive). (2) The compound is Fc1c(C2N(Cc3ccccc3)C(=O)C(O)=C2C(=O)C)cccc1. The result is 0 (inactive). (3) The drug is O(CC(O)COc1c(OC)cc(cc1)CC=C)c1c(OC)cc(cc1)CC=C. The result is 1 (active). (4) The compound is S(C(C)C(=O)Nc1[nH]ncn1)c1ccc(cc1)C. The result is 0 (inactive). (5) The drug is O=C1CC(CC=2N(N(C)C)C(N)=C(C(C12)c1cccnc1)C#N)(C)C. The result is 0 (inactive).